From a dataset of Full USPTO retrosynthesis dataset with 1.9M reactions from patents (1976-2016). Predict the reactants needed to synthesize the given product. (1) Given the product [CH3:17][O:18][C:19]([C:21]1[CH:22]=[C:23]2[C:27](=[CH:28][CH:29]=1)[N:26]([CH2:11][C:9]1[CH:10]=[C:2]([Br:1])[CH:3]=[C:4]3[C:8]=1[N:7]([CH2:13][CH:14]([CH3:16])[CH3:15])[N:6]=[CH:5]3)[N:25]=[CH:24]2)=[O:20], predict the reactants needed to synthesize it. The reactants are: [Br:1][C:2]1[CH:3]=[C:4]2[C:8](=[C:9]([CH2:11]O)[CH:10]=1)[N:7]([CH2:13][CH:14]([CH3:16])[CH3:15])[N:6]=[CH:5]2.[CH3:17][O:18][C:19]([C:21]1[CH:22]=[C:23]2[C:27](=[CH:28][CH:29]=1)[NH:26][N:25]=[CH:24]2)=[O:20]. (2) The reactants are: [CH3:1][C:2]1[C:7]([N+:8]([O-:10])=[O:9])=[C:6]([CH3:11])[N:5]=[C:4]([NH:12][CH2:13][C:14]([OH:16])=O)[N:3]=1.[CH2:17]([N:24]1[CH2:29][CH2:28][CH:27]([NH:30][CH3:31])[CH2:26][CH2:25]1)[C:18]1[CH:23]=[CH:22][CH:21]=[CH:20][CH:19]=1. Given the product [CH2:17]([N:24]1[CH2:29][CH2:28][CH:27]([N:30]([CH3:31])[C:14](=[O:16])[CH2:13][NH:12][C:4]2[N:5]=[C:6]([CH3:11])[C:7]([N+:8]([O-:10])=[O:9])=[C:2]([CH3:1])[N:3]=2)[CH2:26][CH2:25]1)[C:18]1[CH:19]=[CH:20][CH:21]=[CH:22][CH:23]=1, predict the reactants needed to synthesize it. (3) Given the product [C:1]([NH:9][C@H:10]([C:15]([OH:17])=[O:16])[C:11]([CH3:12])([CH3:13])[CH3:14])(=[O:8])[CH2:2][CH2:3][CH2:4][CH2:5][CH:6]=[CH2:7], predict the reactants needed to synthesize it. The reactants are: [C:1]([NH:9][C@H:10]([C:15]([O:17]C)=[O:16])[C:11]([CH3:14])([CH3:13])[CH3:12])(=[O:8])[CH2:2][CH2:3][CH2:4][CH2:5][CH:6]=[CH2:7].Cl. (4) Given the product [Cl:15][C:16]1[CH:17]=[C:18]([CH2:23][O:1][C:2]2[N:6]([C:7]3[CH:12]=[C:11]([C:13]#[N:14])[CH:10]=[CH:9][N:8]=3)[N:5]=[CH:4][CH:3]=2)[CH:19]=[CH:20][C:21]=1[CH3:22], predict the reactants needed to synthesize it. The reactants are: [OH:1][C:2]1[N:6]([C:7]2[CH:12]=[C:11]([C:13]#[N:14])[CH:10]=[CH:9][N:8]=2)[N:5]=[CH:4][CH:3]=1.[Cl:15][C:16]1[CH:17]=[C:18]([CH2:23]O)[CH:19]=[CH:20][C:21]=1[CH3:22]. (5) The reactants are: [Br-].[CH3:2][P+](C1C=CC=CC=1)(C1C=CC=CC=1)C1C=CC=CC=1.[NH2-].[Na+].[F:24][C:25]1([F:32])[CH2:30][CH2:29][C:28](=O)[CH2:27][CH2:26]1. Given the product [F:24][C:25]1([F:32])[CH2:30][CH2:29][C:28](=[CH2:2])[CH2:27][CH2:26]1, predict the reactants needed to synthesize it.